From a dataset of Forward reaction prediction with 1.9M reactions from USPTO patents (1976-2016). Predict the product of the given reaction. Given the reactants [CH3:1][C:2]1([CH3:14])[O:7][C:6](=[O:8])[C:5]2[CH:9]=[CH:10][C:11]([CH3:13])=[CH:12][C:4]=2[O:3]1.[Br:15]N1C(=O)CCC1=O.C(OOC(=O)C1C=CC=CC=1)(=O)C1C=CC=CC=1, predict the reaction product. The product is: [Br:15][CH2:13][C:11]1[CH:10]=[CH:9][C:5]2[C:6](=[O:8])[O:7][C:2]([CH3:14])([CH3:1])[O:3][C:4]=2[CH:12]=1.